Task: Predict the reaction yield, written as a fraction of the theoretical maximum amount of product (1.0 means a 100% yield; for example, 0.34 means a 34% yield).. Dataset: Reaction yield outcomes from USPTO patents with 853,638 reactions The reactants are [CH3:1][N:2]1[C:6]([C:7]2[S:19][C:10]3[N:11]=[CH:12][N:13]=[C:14](S(C)(=O)=O)[C:9]=3[CH:8]=2)=[C:5]([C:20]2[CH:25]=[CH:24][CH:23]=[CH:22][CH:21]=2)[N:4]=[CH:3]1.[NH3:26]. The catalyst is O1CCOCC1. The product is [CH3:1][N:2]1[C:6]([C:7]2[S:19][C:10]3[N:11]=[CH:12][N:13]=[C:14]([NH2:26])[C:9]=3[CH:8]=2)=[C:5]([C:20]2[CH:25]=[CH:24][CH:23]=[CH:22][CH:21]=2)[N:4]=[CH:3]1. The yield is 1.00.